From a dataset of Reaction yield outcomes from USPTO patents with 853,638 reactions. Predict the reaction yield, written as a fraction of the theoretical maximum amount of product (1.0 means a 100% yield; for example, 0.34 means a 34% yield). The reactants are Cl[C:2]1[C:11]2[C:6](=[CH:7][CH:8]=[C:9]([C:12]3[CH:17]=[CH:16][C:15]([F:18])=[CH:14][CH:13]=3)[CH:10]=2)[N:5]=[CH:4][N:3]=1.[CH3:19][NH:20][CH3:21]. No catalyst specified. The product is [CH3:19][N:20]([C:2]1[C:11]2[C:6](=[CH:7][CH:8]=[C:9]([C:12]3[CH:17]=[CH:16][C:15]([F:18])=[CH:14][CH:13]=3)[CH:10]=2)[N:5]=[CH:4][N:3]=1)[CH3:21]. The yield is 0.760.